This data is from Peptide-MHC class I binding affinity with 185,985 pairs from IEDB/IMGT. The task is: Regression. Given a peptide amino acid sequence and an MHC pseudo amino acid sequence, predict their binding affinity value. This is MHC class I binding data. (1) The MHC is HLA-B57:01 with pseudo-sequence HLA-B57:01. The binding affinity (normalized) is 0.0847. The peptide sequence is FYPEKSTVI. (2) The peptide sequence is QRSTLERTSKASLER. The MHC is HLA-B51:01 with pseudo-sequence HLA-B51:01. The binding affinity (normalized) is 0. (3) The peptide sequence is LIRRNIFDL. The MHC is H-2-Db with pseudo-sequence H-2-Db. The binding affinity (normalized) is 0.0641. (4) The peptide sequence is TTKDYFSFK. The MHC is HLA-A33:01 with pseudo-sequence HLA-A33:01. The binding affinity (normalized) is 0.735. (5) The MHC is HLA-B35:01 with pseudo-sequence HLA-B35:01. The binding affinity (normalized) is 0.914. The peptide sequence is LPYPQPQPF. (6) The peptide sequence is AALFMYYAKR. The MHC is HLA-A68:01 with pseudo-sequence HLA-A68:01. The binding affinity (normalized) is 0.676.